This data is from Peptide-MHC class II binding affinity with 134,281 pairs from IEDB. The task is: Regression. Given a peptide amino acid sequence and an MHC pseudo amino acid sequence, predict their binding affinity value. This is MHC class II binding data. The peptide sequence is EKKYFRATQFEPLAA. The MHC is DRB1_0101 with pseudo-sequence DRB1_0101. The binding affinity (normalized) is 0.685.